This data is from Reaction yield outcomes from USPTO patents with 853,638 reactions. The task is: Predict the reaction yield, written as a fraction of the theoretical maximum amount of product (1.0 means a 100% yield; for example, 0.34 means a 34% yield). (1) The yield is 0.520. The catalyst is C1COCC1. The reactants are [F:1][C:2]([F:20])([F:19])[C:3]([NH:5][C:6]1[N:7]=[C:8]2[CH:13]=[CH:12][C:11]([C:14](OC)=[O:15])=[CH:10][N:9]2[CH:18]=1)=[O:4].[H-].[Al+3].[Li+].[H-].[H-].[H-]. The product is [F:20][C:2]([F:1])([F:19])[C:3]([NH:5][C:6]1[N:7]=[C:8]2[CH:13]=[CH:12][C:11]([CH2:14][OH:15])=[CH:10][N:9]2[CH:18]=1)=[O:4]. (2) The yield is 0.840. The product is [F:16][C:13]1[CH:14]=[CH:15][C:10]([S:7]([N:6]2[C:2]([C:22]3[CH:27]=[CH:26][CH:25]=[CH:24][CH:23]=3)=[C:3]([CH3:21])[C:4]([C:17]([O:19][CH3:20])=[O:18])=[CH:5]2)(=[O:9])=[O:8])=[CH:11][CH:12]=1. The catalyst is COCCOC.C1C=CC([P]([Pd]([P](C2C=CC=CC=2)(C2C=CC=CC=2)C2C=CC=CC=2)([P](C2C=CC=CC=2)(C2C=CC=CC=2)C2C=CC=CC=2)[P](C2C=CC=CC=2)(C2C=CC=CC=2)C2C=CC=CC=2)(C2C=CC=CC=2)C2C=CC=CC=2)=CC=1. The reactants are Br[C:2]1[N:6]([S:7]([C:10]2[CH:15]=[CH:14][C:13]([F:16])=[CH:12][CH:11]=2)(=[O:9])=[O:8])[CH:5]=[C:4]([C:17]([O:19][CH3:20])=[O:18])[C:3]=1[CH3:21].[C:22]1(B(O)O)[CH:27]=[CH:26][CH:25]=[CH:24][CH:23]=1.C(=O)([O-])[O-].[Na+].[Na+].O. (3) The reactants are Cl[C:2]([O:4][CH2:5][C:6]1[CH:11]=[CH:10][CH:9]=[CH:8][CH:7]=1)=[O:3].[OH:12][C@H:13]1[CH2:17][NH:16][C@H:15]([C:18]([OH:20])=[O:19])[CH2:14]1.C([O-])(O)=O.[Na+].O. The catalyst is CCOCC. The product is [CH2:5]([O:4][C:2]([N:16]1[CH2:17][C@H:13]([OH:12])[CH2:14][C@H:15]1[C:18]([OH:20])=[O:19])=[O:3])[C:6]1[CH:11]=[CH:10][CH:9]=[CH:8][CH:7]=1. The yield is 0.780. (4) The reactants are [H-].[Na+].[I-].[CH3:4][S+](C)(C)=O.[CH2:9]([O:16][C:17]1[N:18]=[N:19][C:20]([C:31]([C:33]2[CH:38]=[CH:37][CH:36]=[CH:35][CH:34]=2)=[CH2:32])=[CH:21][C:22]=1[O:23][CH2:24][C:25]1[CH:30]=[CH:29][CH:28]=[CH:27][CH:26]=1)[C:10]1[CH:15]=[CH:14][CH:13]=[CH:12][CH:11]=1. The catalyst is CS(C)=O.O1CCCC1. The product is [CH2:9]([O:16][C:17]1[N:18]=[N:19][C:20]([C:31]2([C:33]3[CH:38]=[CH:37][CH:36]=[CH:35][CH:34]=3)[CH2:4][CH2:32]2)=[CH:21][C:22]=1[O:23][CH2:24][C:25]1[CH:26]=[CH:27][CH:28]=[CH:29][CH:30]=1)[C:10]1[CH:11]=[CH:12][CH:13]=[CH:14][CH:15]=1. The yield is 0.230. (5) The reactants are Cl.[CH3:2][O:3][NH:4][CH3:5].[CH2:6]([O:13][C:14]([NH:16][C@@H:17]([CH3:21])[C:18]([OH:20])=O)=[O:15])[C:7]1[CH:12]=[CH:11][CH:10]=[CH:9][CH:8]=1.[Cl-].COC1N=C(OC)N=C([N+]2(C)CCOCC2)N=1. The catalyst is [OH-].[Na+].C(#N)C. The product is [CH3:2][O:3][N:4]([CH3:5])[C:18](=[O:20])[C@@H:17]([NH:16][C:14](=[O:15])[O:13][CH2:6][C:7]1[CH:8]=[CH:9][CH:10]=[CH:11][CH:12]=1)[CH3:21]. The yield is 0.930. (6) The reactants are [CH3:1][C:2]1[CH:10]=[CH:9][C:8]([N+:11]([O-:13])=[O:12])=[CH:7][C:3]=1[C:4]([OH:6])=[O:5].OS(O)(=O)=O.[CH3:19]O. No catalyst specified. The product is [CH3:19][O:5][C:4](=[O:6])[C:3]1[CH:7]=[C:8]([N+:11]([O-:13])=[O:12])[CH:9]=[CH:10][C:2]=1[CH3:1]. The yield is 0.990. (7) The reactants are [C:1]([C:3]1[CH:8]=[C:7]([CH2:9][CH2:10][C:11]([O:13][C:14]([CH3:17])([CH3:16])[CH3:15])=[O:12])[CH:6]=[C:5]([CH3:18])[N:4]=1)#[N:2].[Cl:19][C:20]1[CH:21]=[C:22]([SH:29])[C:23](=[CH:27][CH:28]=1)[C:24](O)=[O:25]. The catalyst is N1C=CC=CC=1. The product is [Cl:19][C:20]1[CH:28]=[CH:27][C:23]2[C:24](=[O:25])[N:2]=[C:1]([C:3]3[CH:8]=[C:7]([CH2:9][CH2:10][C:11]([O:13][C:14]([CH3:15])([CH3:17])[CH3:16])=[O:12])[CH:6]=[C:5]([CH3:18])[N:4]=3)[S:29][C:22]=2[CH:21]=1. The yield is 0.460. (8) The product is [Cl:1][C:2]1[N:3]=[C:4]([C:11]2[CH:16]=[CH:15][CH:14]=[C:13]([F:17])[CH:12]=2)[N:5]=[C:6]([NH2:19])[C:7]=1[O:8][CH3:9]. No catalyst specified. The reactants are [Cl:1][C:2]1[C:7]([O:8][CH3:9])=[C:6](Cl)[N:5]=[C:4]([C:11]2[CH:16]=[CH:15][CH:14]=[C:13]([F:17])[CH:12]=2)[N:3]=1.[OH-].[NH4+:19]. The yield is 0.710. (9) The reactants are [C:1]([O:5][C:6]([NH:8][C:9]([CH3:29])([CH3:28])[CH2:10][C:11]1[C:19]2[C:14](=[C:15](OS(C(F)(F)F)(=O)=O)[CH:16]=[CH:17][CH:18]=2)[NH:13][CH:12]=1)=[O:7])([CH3:4])([CH3:3])[CH3:2].[C:30]([O:34][CH3:35])(=[O:33])[CH:31]=[CH2:32].C(N(CC)CC)C.C(OCC)(=O)C. The catalyst is CN(C)C=O.[Cl-].[Na+].O.Cl[Pd](Cl)([P](C1C=CC=CC=1)(C1C=CC=CC=1)C1C=CC=CC=1)[P](C1C=CC=CC=1)(C1C=CC=CC=1)C1C=CC=CC=1. The product is [CH3:35][O:34][C:30](=[O:33])[CH:31]=[CH:32][C:15]1[CH:16]=[CH:17][CH:18]=[C:19]2[C:14]=1[NH:13][CH:12]=[C:11]2[CH2:10][C:9]([NH:8][C:6]([O:5][C:1]([CH3:4])([CH3:3])[CH3:2])=[O:7])([CH3:29])[CH3:28]. The yield is 0.820. (10) The product is [F:1][C:2]1[C:3]([C:8]2([CH2:12][N:13]([C:21]3[N:22]=[N:23][C:24]([CH:27]=[O:29])=[CH:25][CH:26]=3)[C:14](=[O:20])[O:15][C:16]([CH3:18])([CH3:17])[CH3:19])[CH2:11][CH2:10][CH2:9]2)=[N:4][CH:5]=[CH:6][CH:7]=1. The reactants are [F:1][C:2]1[C:3]([C:8]2([CH2:12][N:13]([C:21]3[N:22]=[N:23][C:24]([CH:27]=C)=[CH:25][CH:26]=3)[C:14](=[O:20])[O:15][C:16]([CH3:19])([CH3:18])[CH3:17])[CH2:11][CH2:10][CH2:9]2)=[N:4][CH:5]=[CH:6][CH:7]=1.[O:29]1CCOCC1.I([O-])(=O)(=O)=O.[Na+]. The catalyst is O.[Os](=O)(=O)(=O)=O. The yield is 0.410.